Dataset: Forward reaction prediction with 1.9M reactions from USPTO patents (1976-2016). Task: Predict the product of the given reaction. (1) Given the reactants FC(F)(F)C(O)=O.[C:8]([N:15]1[CH2:20][CH2:19][CH2:18][CH:17]([CH2:21][N:22]([C:27]2[CH:32]=[CH:31][CH:30]=[CH:29][CH:28]=2)[C:23](=[O:26])[CH2:24][CH3:25])[CH2:16]1)(OC(C)(C)C)=O.C(=O)[C:34]1[CH:39]=[CH:38][C:37]([O:40][CH3:41])=[CH:36][CH:35]=1.[BH-](OC(C)=O)(OC(C)=O)OC(C)=O.[Na+], predict the reaction product. The product is: [CH3:41][O:40][C:37]1[CH:38]=[CH:39][C:34]([CH2:8][N:15]2[CH2:20][CH2:19][CH2:18][CH:17]([CH2:21][N:22]([C:27]3[CH:28]=[CH:29][CH:30]=[CH:31][CH:32]=3)[C:23](=[O:26])[CH2:24][CH3:25])[CH2:16]2)=[CH:35][CH:36]=1. (2) Given the reactants [F:1][C:2]1([F:16])[CH2:7][CH2:6][CH:5]([NH:8]C(OC(C)(C)C)=O)[CH2:4][CH2:3]1.C(O)(C(F)(F)F)=O, predict the reaction product. The product is: [F:1][C:2]1([F:16])[CH2:7][CH2:6][CH:5]([NH2:8])[CH2:4][CH2:3]1.